From a dataset of Full USPTO retrosynthesis dataset with 1.9M reactions from patents (1976-2016). Predict the reactants needed to synthesize the given product. (1) Given the product [Cl:32][C:26]1[CH:27]=[CH:28][C:29]([F:31])=[CH:30][C:25]=1[CH2:24][C:23]1[C:2]([I:3])=[N:14][N:15]2[CH2:20][CH2:19][N:18]([CH3:21])[C:17](=[O:22])[C:16]=12, predict the reactants needed to synthesize it. The reactants are: I[CH2:2][I:3].N(OCCC(C)C)=O.NC1[C:23]([CH2:24][C:25]2[CH:30]=[C:29]([F:31])[CH:28]=[CH:27][C:26]=2[Cl:32])=[C:16]2[C:17](=[O:22])[N:18]([CH3:21])[CH2:19][CH2:20][N:15]2[N:14]=1. (2) The reactants are: [C:1]([C:8]1NC=CN=1)([C:3]1NC=CN=1)=O.[CH:13]([OH:15])=O.[CH2:16]([O:23][C@H:24]([C@H:28]([O:50][CH2:51][C:52]1[CH:57]=[CH:56][CH:55]=[CH:54][CH:53]=1)[C@H:29]([O:42][CH2:43][C:44]1[CH:49]=[CH:48][CH:47]=[CH:46][CH:45]=1)[CH2:30][O:31][Si:32]([CH:39]([CH3:41])[CH3:40])([CH:36]([CH3:38])[CH3:37])[CH:33]([CH3:35])[CH3:34])[CH2:25][NH:26][OH:27])[C:17]1[CH:22]=[CH:21][CH:20]=[CH:19][CH:18]=1.[CH2:58]1[CH2:62]O[CH2:60][CH2:59]1. Given the product [CH2:60]([O:27][N:26]([CH2:25][C@H:24]([O:23][CH2:16][C:17]1[CH:22]=[CH:21][CH:20]=[CH:19][CH:18]=1)[C@H:28]([O:50][CH2:51][C:52]1[CH:53]=[CH:54][CH:55]=[CH:56][CH:57]=1)[C@H:29]([O:42][CH2:43][C:44]1[CH:49]=[CH:48][CH:47]=[CH:46][CH:45]=1)[CH2:30][O:31][Si:32]([CH:33]([CH3:35])[CH3:34])([CH:39]([CH3:41])[CH3:40])[CH:36]([CH3:38])[CH3:37])[CH:13]=[O:15])[C:59]1[CH:8]=[CH:1][CH:3]=[CH:62][CH:58]=1, predict the reactants needed to synthesize it. (3) Given the product [C:1]([O:5][C:6](=[O:22])[NH:7][C@@H:8]([C@@H:9]1[CH2:10][O:12]1)[CH2:13][C:14]1[CH:19]=[C:18]([F:20])[CH:17]=[CH:16][C:15]=1[F:21])([CH3:4])([CH3:3])[CH3:2], predict the reactants needed to synthesize it. The reactants are: [C:1]([O:5][C:6](=[O:22])[NH:7][C@H:8]([CH2:13][C:14]1[CH:19]=[C:18]([F:20])[CH:17]=[CH:16][C:15]=1[F:21])[C@@H:9]([OH:12])[CH2:10]Cl)([CH3:4])([CH3:3])[CH3:2].[OH-].[K+].